From a dataset of Reaction yield outcomes from USPTO patents with 853,638 reactions. Predict the reaction yield, written as a fraction of the theoretical maximum amount of product (1.0 means a 100% yield; for example, 0.34 means a 34% yield). The reactants are Br[C:2]1[CH:10]=[CH:9][C:5]([C:6]([NH2:8])=[O:7])=[CH:4][CH:3]=1.B1(B2OC(C)(C)C(C)(C)O2)OC(C)(C)C(C)(C)O1.C([O-])(=O)C.[K+].[C:34]([O:38][C:39]([NH:41][C:42]([CH3:62])([CH3:61])[CH2:43][C:44]1[C:52]2[C:47](=[C:48](OS(C(F)(F)F)(=O)=O)[CH:49]=[CH:50][CH:51]=2)[NH:46][CH:45]=1)=[O:40])([CH3:37])([CH3:36])[CH3:35].C(=O)([O-])[O-].[Na+].[Na+]. The catalyst is CS(C)=O.[Cl-].[Na+].O.C(OCC)(=O)C.C1(P(C2C=CC=CC=2)[C-]2C=CC=C2)C=CC=CC=1.[C-]1(P(C2C=CC=CC=2)C2C=CC=CC=2)C=CC=C1.[Fe+2]. The product is [C:34]([O:38][C:39](=[O:40])[NH:41][C:42]([CH3:62])([CH3:61])[CH2:43][C:44]1[C:52]2[C:47](=[C:48]([C:2]3[CH:10]=[CH:9][C:5]([C:6](=[O:7])[NH2:8])=[CH:4][CH:3]=3)[CH:49]=[CH:50][CH:51]=2)[NH:46][CH:45]=1)([CH3:37])([CH3:35])[CH3:36]. The yield is 0.580.